From a dataset of Reaction yield outcomes from USPTO patents with 853,638 reactions. Predict the reaction yield, written as a fraction of the theoretical maximum amount of product (1.0 means a 100% yield; for example, 0.34 means a 34% yield). (1) The reactants are N(C(OC(C)C)=O)=NC(OC(C)C)=O.[OH:15][CH2:16][CH:17]1[CH2:22][CH2:21][N:20]([C:23]([O:25][CH:26]([CH3:28])[CH3:27])=[O:24])[CH2:19][CH2:18]1.[Br:29][C:30]1[CH:35]=[CH:34][C:33](O)=[CH:32][CH:31]=1.C1C=CC(P(C2C=CC=CC=2)C2C=CC=CC=2)=CC=1. The catalyst is C1COCC1.CCOCC. The product is [Br:29][C:30]1[CH:35]=[CH:34][C:33]([O:15][CH2:16][CH:17]2[CH2:22][CH2:21][N:20]([C:23]([O:25][CH:26]([CH3:28])[CH3:27])=[O:24])[CH2:19][CH2:18]2)=[CH:32][CH:31]=1. The yield is 0.550. (2) The reactants are O[C@@H:2]1[CH2:7][N:6](C(=O)C(F)(F)F)[C@H:5]([C:14]([O:16][C:17]([CH3:20])([CH3:19])[CH3:18])=[O:15])[CH2:4][CH2:3]1.N1C(C)=CC=CC=1C.FC(F)(F)S(OS(C(F)(F)F)(=O)=O)(=O)=O.[CH2:44]([O:51][NH2:52])[C:45]1[CH:50]=[CH:49][CH:48]=[CH:47][CH:46]=1. The catalyst is C(#N)C.C(O)(=O)C. The product is [CH2:44]([O:51][NH:52][C@H:2]1[CH2:7][NH:6][C@H:5]([C:14]([O:16][C:17]([CH3:18])([CH3:19])[CH3:20])=[O:15])[CH2:4][CH2:3]1)[C:45]1[CH:50]=[CH:49][CH:48]=[CH:47][CH:46]=1. The yield is 0.740.